Dataset: Full USPTO retrosynthesis dataset with 1.9M reactions from patents (1976-2016). Task: Predict the reactants needed to synthesize the given product. (1) Given the product [Br:1][C:2]1[CH:3]=[C:4]2[C:9]([CH2:10][C:11]3[CH:16]=[CH:15][C:14]([N:17]([CH3:19])[CH3:18])=[CH:13][CH:12]=3)=[N:25][NH:24][C:5]2=[N:6][CH:7]=1, predict the reactants needed to synthesize it. The reactants are: [Br:1][C:2]1[CH:3]=[C:4]([C:9](=O)[CH2:10][C:11]2[CH:16]=[CH:15][C:14]([N:17]([CH3:19])[CH3:18])=[CH:13][CH:12]=2)[C:5](F)=[N:6][CH:7]=1.C(O)C.[NH2:24][NH2:25]. (2) Given the product [CH3:17][N:7]1[C:8](=[O:16])[C:9]2[N:10]([CH2:11][C:12]([O:14][CH3:15])=[O:13])[C:2]([N:20]3[CH2:25][CH2:24][O:23][CH2:22][CH2:21]3)=[N:3][C:4]=2[N:5]([CH3:19])[C:6]1=[O:18], predict the reactants needed to synthesize it. The reactants are: Br[C:2]1[N:10]([CH2:11][C:12]([O:14][CH3:15])=[O:13])[C:9]2[C:8](=[O:16])[N:7]([CH3:17])[C:6](=[O:18])[N:5]([CH3:19])[C:4]=2[N:3]=1.[NH:20]1[CH2:25][CH2:24][O:23][CH2:22][CH2:21]1. (3) Given the product [O:18]1[CH2:19][CH2:20][N:15]([C:4]2[C:5]3[S:10][C:9]([C:11]([NH:14][C:28](=[O:35])[C:29]4[CH:34]=[CH:33][CH:32]=[CH:31][CH:30]=4)([CH3:13])[CH3:12])=[CH:8][C:6]=3[N:7]=[C:2]([C:45]3[CH:46]=[N:47][CH:48]=[CH:49][CH:50]=3)[N:3]=2)[CH2:16][CH2:17]1, predict the reactants needed to synthesize it. The reactants are: Cl[C:2]1[N:3]=[C:4]([N:15]2[CH2:20][CH2:19][O:18][CH2:17][CH2:16]2)[C:5]2[S:10][C:9]([C:11]([NH2:14])([CH3:13])[CH3:12])=[CH:8][C:6]=2[N:7]=1.CCN(CC)CC.[C:28](Cl)(=[O:35])[C:29]1[CH:34]=[CH:33][CH:32]=[CH:31][CH:30]=1.CC1(C)C(C)(C)OB([C:45]2[CH:46]=[N:47][CH:48]=[CH:49][CH:50]=2)O1. (4) Given the product [CH3:13][C:11]1[NH:12][C:8]([C:7]([C:6]2[NH:1][C:3]([CH3:2])=[CH:4][CH:5]=2)=[C:13]([C:15]2[NH:16][C:17]([CH3:20])=[CH:18][CH:19]=2)[C:11]2[NH:12][C:8]([CH3:7])=[CH:9][CH:10]=2)=[CH:9][CH:10]=1, predict the reactants needed to synthesize it. The reactants are: [N:1]1[CH:6]=[CH:5][CH:4]=[CH:3][CH:2]=1.[CH3:7][C:8]1[NH:12][C:11]([C:13]([C:15]2[NH:16][C:17]([CH3:20])=[CH:18][CH:19]=2)=O)=[CH:10][CH:9]=1.C([O-])([O-])=O.[K+].[K+]. (5) Given the product [Br:18][CH:16]([C:13]1[C:14]([F:15])=[C:9]([S:8][C:5]2[CH:4]=[CH:3][C:2]([Cl:1])=[CH:7][CH:6]=2)[N:10]=[CH:11][N:12]=1)[CH3:17], predict the reactants needed to synthesize it. The reactants are: [Cl:1][C:2]1[CH:7]=[CH:6][C:5]([S:8][C:9]2[C:14]([F:15])=[C:13]([CH2:16][CH3:17])[N:12]=[CH:11][N:10]=2)=[CH:4][CH:3]=1.[Br:18]N1C(=O)CCC1=O.N(C(C)(C)C#N)=NC(C)(C)C#N. (6) Given the product [CH3:15][NH:16][C:2]1[CH:7]=[CH:6][C:5]([C:8]([F:11])([F:10])[F:9])=[CH:4][C:3]=1[N+:12]([O-:14])=[O:13], predict the reactants needed to synthesize it. The reactants are: F[C:2]1[CH:7]=[CH:6][C:5]([C:8]([F:11])([F:10])[F:9])=[CH:4][C:3]=1[N+:12]([O-:14])=[O:13].[CH3:15][N:16]1CCCC1=O.CN. (7) Given the product [CH2:9]([N:8]1[C:7]2[CH:6]=[N:5][CH:4]=[N:3][C:2]=2[S:20]/[C:19]/1=[N:18]\[C:16](=[O:17])[C:15]1[CH:21]=[C:22]([C:25]([F:28])([F:27])[F:26])[CH:23]=[CH:24][C:14]=1[F:13])[CH2:10][CH2:11][CH3:12], predict the reactants needed to synthesize it. The reactants are: Br[C:2]1[C:7]([NH:8][CH2:9][CH2:10][CH2:11][CH3:12])=[CH:6][N:5]=[CH:4][N:3]=1.[F:13][C:14]1[CH:24]=[CH:23][C:22]([C:25]([F:28])([F:27])[F:26])=[CH:21][C:15]=1[C:16]([N:18]=[C:19]=[S:20])=[O:17]. (8) The reactants are: [CH3:1][O:2][C:3]([C:5]1[CH:43]=[CH:42][C:8]([C:9]([NH:11][C:12]2[CH:21]=[C:20]3[C:15]([CH2:16][C@@H:17]([C:29](=[O:41])[NH:30][C@H:31]4[C:40]5[C:35](=[CH:36][CH:37]=[CH:38][CH:39]=5)[CH2:34][CH2:33][CH2:32]4)[N:18](C(OC(C)(C)C)=O)[CH2:19]3)=[CH:14][CH:13]=2)=[O:10])=[CH:7][CH:6]=1)=[O:4].C(O)(C(F)(F)F)=O. Given the product [C@H:31]1([NH:30][C:29]([C@@H:17]2[CH2:16][C:15]3[C:20](=[CH:21][C:12]([NH:11][C:9]([C:8]4[CH:7]=[CH:6][C:5]([C:3]([O:2][CH3:1])=[O:4])=[CH:43][CH:42]=4)=[O:10])=[CH:13][CH:14]=3)[CH2:19][NH:18]2)=[O:41])[C:40]2[C:35](=[CH:36][CH:37]=[CH:38][CH:39]=2)[CH2:34][CH2:33][CH2:32]1, predict the reactants needed to synthesize it.